The task is: Predict the reactants needed to synthesize the given product.. This data is from Full USPTO retrosynthesis dataset with 1.9M reactions from patents (1976-2016). Given the product [CH2:23]([O:1][CH2:2][C@@H:3]1[CH2:9][NH:8][C:7]2[CH:10]=[CH:11][CH:12]=[CH:13][C:6]=2[CH2:5][N:4]1[C:14]([O:16][C:17]([CH3:20])([CH3:19])[CH3:18])=[O:15])[C:24]1[CH:29]=[CH:28][CH:27]=[CH:26][CH:25]=1, predict the reactants needed to synthesize it. The reactants are: [OH:1][CH2:2][C@@H:3]1[CH2:9][NH:8][C:7]2[CH:10]=[CH:11][CH:12]=[CH:13][C:6]=2[CH2:5][N:4]1[C:14]([O:16][C:17]([CH3:20])([CH3:19])[CH3:18])=[O:15].[H-].[Na+].[CH2:23](Br)[C:24]1[CH:29]=[CH:28][CH:27]=[CH:26][CH:25]=1.